This data is from Peptide-MHC class I binding affinity with 185,985 pairs from IEDB/IMGT. The task is: Regression. Given a peptide amino acid sequence and an MHC pseudo amino acid sequence, predict their binding affinity value. This is MHC class I binding data. The peptide sequence is TVRSIITDA. The MHC is HLA-A02:01 with pseudo-sequence HLA-A02:01. The binding affinity (normalized) is 0.147.